Dataset: Full USPTO retrosynthesis dataset with 1.9M reactions from patents (1976-2016). Task: Predict the reactants needed to synthesize the given product. (1) Given the product [NH2:1][C:4]1[CH:5]=[C:6]([C:10]2[CH:18]=[C:17]3[C:13]([C:14]([C:25]4[CH:30]=[CH:29][C:28]([OH:31])=[CH:27][CH:26]=4)=[CH:15][N:16]3[C:19]3[CH:20]=[CH:21][N:22]=[CH:23][CH:24]=3)=[CH:12][CH:11]=2)[CH:7]=[CH:8][CH:9]=1, predict the reactants needed to synthesize it. The reactants are: [N+:1]([C:4]1[CH:5]=[C:6]([C:10]2[CH:18]=[C:17]3[C:13]([C:14]([C:25]4[CH:30]=[CH:29][C:28]([OH:31])=[CH:27][CH:26]=4)=[CH:15][N:16]3[C:19]3[CH:24]=[CH:23][N:22]=[CH:21][CH:20]=3)=[CH:12][CH:11]=2)[CH:7]=[CH:8][CH:9]=1)([O-])=O. (2) Given the product [CH:1]([O:4][C:5](=[O:22])[C:6]1[CH:11]=[CH:10][C:9]([CH:12]([C:13](=[O:14])[C:15]2[CH:16]=[CH:17][C:18]([F:21])=[CH:19][CH:20]=2)[CH2:25]/[CH:26]=[CH:27]/[C:28]2[CH:33]=[CH:32][CH:31]=[CH:30][CH:29]=2)=[CH:8][CH:7]=1)([CH3:3])[CH3:2], predict the reactants needed to synthesize it. The reactants are: [CH:1]([O:4][C:5](=[O:22])[C:6]1[CH:11]=[CH:10][C:9]([CH2:12][C:13]([C:15]2[CH:20]=[CH:19][C:18]([F:21])=[CH:17][CH:16]=2)=[O:14])=[CH:8][CH:7]=1)([CH3:3])[CH3:2].[H-].[Na+].[CH2:25](Br)[CH:26]=[CH:27][C:28]1[CH:33]=[CH:32][CH:31]=[CH:30][CH:29]=1.C([O-])(=O)C.[NH4+]. (3) Given the product [Cl:15][C:8]1[N:6]2[CH:7]=[C:2]([CH:21]3[CH2:25][CH2:24][CH2:23][CH2:22]3)[CH:3]=[C:4]([C:16]([F:19])([F:18])[F:17])[C:5]2=[N:10][C:9]=1[C:11]([O:13][CH3:14])=[O:12], predict the reactants needed to synthesize it. The reactants are: Br[C:2]1[CH:3]=[C:4]([C:16]([F:19])([F:18])[F:17])[C:5]2[N:6]([C:8]([Cl:15])=[C:9]([C:11]([O:13][CH3:14])=[O:12])[N:10]=2)[CH:7]=1.[Br-].[CH:21]1([Zn+])[CH2:25][CH2:24][CH2:23][CH2:22]1. (4) The reactants are: [C:1]1(=[CH:6][CH2:7][CH2:8][C:9](=[O:11])[CH3:10])[CH2:5][CH2:4][CH2:3][CH2:2]1.[CH3:12][Mg]Br.Cl. Given the product [C:1]1(=[CH:6][CH2:7][CH2:8][C:9]([CH3:12])([OH:11])[CH3:10])[CH2:5][CH2:4][CH2:3][CH2:2]1, predict the reactants needed to synthesize it. (5) Given the product [C:57]1([CH3:67])[CH:58]=[CH:59][C:60]([S:63]([OH:66])(=[O:64])=[O:65])=[CH:61][CH:62]=1.[CH2:43]([O:45][C:46](=[O:56])[C@H:47]([CH2:49][CH2:50][C:51]([O:53][CH2:54][CH3:55])=[O:52])[NH:48][C:19](=[O:21])[C:18]1[CH:22]=[CH:23][C:15]([CH2:14][CH2:13][C:12]2[C:7]3[C:6](=[O:24])[N:5]=[C:4]([NH2:3])[NH:9][C:8]=3[NH:10][CH:11]=2)=[CH:16][CH:17]=1)[CH3:44], predict the reactants needed to synthesize it. The reactants are: N#N.[NH2:3][C:4]1[NH:9][C:8]2[NH:10][CH:11]=[C:12]([CH2:13][CH2:14][C:15]3[CH:23]=[CH:22][C:18]([C:19]([OH:21])=O)=[CH:17][CH:16]=3)[C:7]=2[C:6](=[O:24])[N:5]=1.CN1CCOCC1.ClC1C(OC)=NN=NC=1OC.[CH2:43]([O:45][C:46](=[O:56])[C@H:47]([CH2:49][CH2:50][C:51]([O:53][CH2:54][CH3:55])=[O:52])[NH2:48])[CH3:44].[C:57]1([CH3:67])[CH:62]=[CH:61][C:60]([S:63]([OH:66])(=[O:65])=[O:64])=[CH:59][CH:58]=1. (6) Given the product [CH2:1]([O:8][C:9](=[O:12])[CH2:10][NH:11][C:13](=[O:14])[CH2:15][C:25]([O:24][C:20]([CH3:21])([CH3:22])[CH3:23])=[O:31])[C:2]1[CH:7]=[CH:6][CH:5]=[CH:4][CH:3]=1, predict the reactants needed to synthesize it. The reactants are: [CH2:1]([O:8][C:9](=[O:12])[CH2:10][NH2:11])[C:2]1[CH:7]=[CH:6][CH:5]=[CH:4][CH:3]=1.[C:13](O)([C:15](F)(F)F)=[O:14].[C:20]([O:24][C:25](=[O:31])NCC(=O)N)([CH3:23])([CH3:22])[CH3:21].CCN=C=NCCCN(C)C.Cl.C(N(CC)CC)C. (7) Given the product [F:1][C:2]([F:21])([F:20])[O:3][C:4]1[CH:9]=[CH:8][C:7]([C:10]2[O:14][C:13]([C:15]([NH:23][NH2:24])=[O:16])=[N:12][CH:11]=2)=[CH:6][CH:5]=1, predict the reactants needed to synthesize it. The reactants are: [F:1][C:2]([F:21])([F:20])[O:3][C:4]1[CH:9]=[CH:8][C:7]([C:10]2[O:14][C:13]([C:15](OCC)=[O:16])=[N:12][CH:11]=2)=[CH:6][CH:5]=1.O.[NH2:23][NH2:24].